From a dataset of NCI-60 drug combinations with 297,098 pairs across 59 cell lines. Regression. Given two drug SMILES strings and cell line genomic features, predict the synergy score measuring deviation from expected non-interaction effect. (1) Drug 1: CCCCCOC(=O)NC1=NC(=O)N(C=C1F)C2C(C(C(O2)C)O)O. Drug 2: CC1=C(C(=CC=C1)Cl)NC(=O)C2=CN=C(S2)NC3=CC(=NC(=N3)C)N4CCN(CC4)CCO. Cell line: UO-31. Synergy scores: CSS=8.11, Synergy_ZIP=-1.64, Synergy_Bliss=2.46, Synergy_Loewe=3.72, Synergy_HSA=4.20. (2) Drug 1: C1=NC2=C(N1)C(=S)N=C(N2)N. Drug 2: CCC(=C(C1=CC=CC=C1)C2=CC=C(C=C2)OCCN(C)C)C3=CC=CC=C3.C(C(=O)O)C(CC(=O)O)(C(=O)O)O. Cell line: SW-620. Synergy scores: CSS=12.2, Synergy_ZIP=-1.89, Synergy_Bliss=-1.60, Synergy_Loewe=-8.03, Synergy_HSA=-4.69. (3) Drug 2: C1=CC(=CC=C1CCC2=CNC3=C2C(=O)NC(=N3)N)C(=O)NC(CCC(=O)O)C(=O)O. Cell line: NCI-H460. Synergy scores: CSS=39.2, Synergy_ZIP=1.75, Synergy_Bliss=1.82, Synergy_Loewe=-7.49, Synergy_HSA=1.69. Drug 1: C1CCN(CC1)CCOC2=CC=C(C=C2)C(=O)C3=C(SC4=C3C=CC(=C4)O)C5=CC=C(C=C5)O. (4) Drug 1: CC1CCC2CC(C(=CC=CC=CC(CC(C(=O)C(C(C(=CC(C(=O)CC(OC(=O)C3CCCCN3C(=O)C(=O)C1(O2)O)C(C)CC4CCC(C(C4)OC)O)C)C)O)OC)C)C)C)OC. Drug 2: C1C(C(OC1N2C=NC3=C2NC=NCC3O)CO)O. Cell line: SNB-19. Synergy scores: CSS=13.8, Synergy_ZIP=-3.79, Synergy_Bliss=-2.85, Synergy_Loewe=-13.1, Synergy_HSA=-2.42.